Dataset: Full USPTO retrosynthesis dataset with 1.9M reactions from patents (1976-2016). Task: Predict the reactants needed to synthesize the given product. (1) Given the product [C:24]([C:13]1[CH:14]=[N:15][C:16]2[C:21]([C:12]=1[CH2:11][CH2:10][C:5]13[CH2:8][CH2:9][C:2]([NH:1][C:27](=[O:29])[O:30][C:2]([CH3:9])([CH3:7])[CH3:3])([CH2:7][CH2:6]1)[CH2:3][O:4]3)=[N:20][C:19]([OH:22])=[CH:18][CH:17]=2)#[N:25], predict the reactants needed to synthesize it. The reactants are: [NH2:1][C:2]12[CH2:9][CH2:8][C:5]([CH2:10][CH2:11][C:12]3[C:21]4[C:16](=[CH:17][CH:18]=[C:19]([O:22]C)[N:20]=4)[N:15]=[CH:14][C:13]=3[C:24]#[N:25])([CH2:6][CH2:7]1)[O:4][CH2:3]2.Br.[C:27]([OH:30])(=[O:29])C. (2) Given the product [Cl:20][C:10]1[C:11]2[CH2:16][CH2:15][CH2:14][C:12]=2[N:13]=[C:8]([C:6]2[S:7][C:3]([S:2][CH3:1])=[CH:4][CH:5]=2)[N:9]=1, predict the reactants needed to synthesize it. The reactants are: [CH3:1][S:2][C:3]1[S:7][C:6]([C:8]2[N:9]=[C:10](O)[C:11]3[CH2:16][CH2:15][CH2:14][C:12]=3[N:13]=2)=[CH:5][CH:4]=1.O=P(Cl)(Cl)[Cl:20].O.